Task: Regression. Given a peptide amino acid sequence and an MHC pseudo amino acid sequence, predict their binding affinity value. This is MHC class I binding data.. Dataset: Peptide-MHC class I binding affinity with 185,985 pairs from IEDB/IMGT (1) The peptide sequence is CIFAFIDFSK. The MHC is HLA-A03:01 with pseudo-sequence HLA-A03:01. The binding affinity (normalized) is 0.731. (2) The peptide sequence is SGPGTRYPM. The MHC is Mamu-A01 with pseudo-sequence Mamu-A01. The binding affinity (normalized) is 0.519. (3) The peptide sequence is YVRTNGTSK. The MHC is HLA-A01:01 with pseudo-sequence HLA-A01:01. The binding affinity (normalized) is 0.0847. (4) The peptide sequence is PWMRINNETI. The MHC is HLA-A24:02 with pseudo-sequence HLA-A24:02. The binding affinity (normalized) is 0.561. (5) The peptide sequence is NILVAGNLI. The MHC is HLA-A02:01 with pseudo-sequence HLA-A02:01. The binding affinity (normalized) is 0.0847. (6) The peptide sequence is KSYSLIRPK. The MHC is HLA-B07:02 with pseudo-sequence HLA-B07:02. The binding affinity (normalized) is 0. (7) The peptide sequence is AFEKMVSLL. The MHC is HLA-A29:02 with pseudo-sequence HLA-A29:02. The binding affinity (normalized) is 0.0557. (8) The peptide sequence is RRAARAEYL. The MHC is HLA-B14:02 with pseudo-sequence HLA-B14:02. The binding affinity (normalized) is 0.100. (9) The peptide sequence is LTQAAGQAF. The MHC is HLA-A66:01 with pseudo-sequence HLA-A66:01. The binding affinity (normalized) is 0.213.